Dataset: Reaction yield outcomes from USPTO patents with 853,638 reactions. Task: Predict the reaction yield, written as a fraction of the theoretical maximum amount of product (1.0 means a 100% yield; for example, 0.34 means a 34% yield). (1) The reactants are [Br:1][C:2]1[CH:7]=[CH:6][C:5]([C:8]2[N:9]=[CH:10][C:11]([C:21]([OH:23])=O)=[N:12][C:13]=2[C:14]2[CH:19]=[CH:18][C:17]([Br:20])=[CH:16][CH:15]=2)=[CH:4][CH:3]=1.[NH2:24][N:25]1[CH2:30][CH2:29][CH2:28][CH2:27][CH2:26]1.C(Cl)CCl. The catalyst is CN(C1C=CN=CC=1)C. The product is [N:25]1([NH:24][C:21]([C:11]2[CH:10]=[N:9][C:8]([C:5]3[CH:6]=[CH:7][C:2]([Br:1])=[CH:3][CH:4]=3)=[C:13]([C:14]3[CH:19]=[CH:18][C:17]([Br:20])=[CH:16][CH:15]=3)[N:12]=2)=[O:23])[CH2:30][CH2:29][CH2:28][CH2:27][CH2:26]1. The yield is 0.0540. (2) The reactants are Cl.[Cl:2][C:3]1[CH:15]=[CH:14][CH:13]=[CH:12][C:4]=1[O:5][CH2:6][CH:7]1[CH2:11][CH2:10][NH:9][CH2:8]1.[CH3:16][C:17]1[CH:22]=[C:21]([CH3:23])[N:20]=[C:19]([NH:24][C:25](=O)[O:26]C2C=CC=CC=2)[CH:18]=1. No catalyst specified. The product is [Cl:2][C:3]1[CH:15]=[CH:14][CH:13]=[CH:12][C:4]=1[O:5][CH2:6][CH:7]1[CH2:11][CH2:10][N:9]([C:25]([NH:24][C:19]2[CH:18]=[C:17]([CH3:16])[CH:22]=[C:21]([CH3:23])[N:20]=2)=[O:26])[CH2:8]1. The yield is 0.500. (3) The catalyst is CO.O. The yield is 0.980. The reactants are [CH3:1][C:2]1[CH:11]=[C:10]2[C:5]([C:6]([OH:16])=[CH:7][C:8]([C:12]([O:14]C)=[O:13])=[N:9]2)=[CH:4][CH:3]=1.[Li+].[OH-]. The product is [CH3:1][C:2]1[CH:11]=[C:10]2[C:5]([C:6]([OH:16])=[CH:7][C:8]([C:12]([OH:14])=[O:13])=[N:9]2)=[CH:4][CH:3]=1. (4) The reactants are CCN(C(C)C)C(C)C.[C:10]1([C:16]2[NH:20][N:19]=[C:18]([C:21]([NH:23][CH2:24][C:25]([OH:27])=O)=[O:22])[CH:17]=2)[CH:15]=[CH:14][CH:13]=[CH:12][CH:11]=1.C1C=CC2N(O)N=NC=2C=1.CCN=C=NCCCN(C)C.[F:49][C:50]([F:64])([F:63])[C:51]1[CH:52]=[C:53]([CH:60]=[CH:61][CH:62]=1)[O:54][CH:55]1[CH2:59][CH2:58][NH:57][CH2:56]1. The catalyst is CN(C=O)C.O. The product is [O:27]=[C:25]([N:57]1[CH2:58][CH2:59][CH:55]([O:54][C:53]2[CH:60]=[CH:61][CH:62]=[C:51]([C:50]([F:49])([F:64])[F:63])[CH:52]=2)[CH2:56]1)[CH2:24][NH:23][C:21]([C:18]1[CH:17]=[C:16]([C:10]2[CH:11]=[CH:12][CH:13]=[CH:14][CH:15]=2)[NH:20][N:19]=1)=[O:22]. The yield is 0.615. (5) The reactants are Br[C:2]1[CH:10]=[C:9]([O:11][CH3:12])[CH:8]=[C:7]2[C:3]=1[CH:4]=[CH:5][N:6]2[S:13]([C:16]1[CH:21]=[CH:20][CH:19]=[CH:18][CH:17]=1)(=[O:15])=[O:14].[CH2:22]([Sn](CCCC)(CCCC)C=C)[CH2:23]CC. The catalyst is C1(C)C=CC=CC=1. The product is [CH3:12][O:11][C:9]1[CH:8]=[C:7]2[C:3]([CH:4]=[CH:5][N:6]2[S:13]([C:16]2[CH:21]=[CH:20][CH:19]=[CH:18][CH:17]=2)(=[O:15])=[O:14])=[C:2]([CH:22]=[CH2:23])[CH:10]=1. The yield is 0.890.